This data is from Catalyst prediction with 721,799 reactions and 888 catalyst types from USPTO. The task is: Predict which catalyst facilitates the given reaction. (1) Reactant: [BH-](OC(C)=O)(OC(C)=O)OC(C)=O.[Na+].[N+:15]([C:18]1[CH:25]=[CH:24][C:21]([CH:22]=O)=[CH:20][CH:19]=1)([O-:17])=[O:16].[NH:26]1[CH2:31][CH2:30][CH2:29][CH2:28][CH2:27]1.[OH-].[Na+]. Product: [N+:15]([C:18]1[CH:25]=[CH:24][C:21]([CH2:22][N:26]2[CH2:31][CH2:30][CH2:29][CH2:28][CH2:27]2)=[CH:20][CH:19]=1)([O-:17])=[O:16]. The catalyst class is: 699. (2) Reactant: [CH3:1][C:2]1[C:7]([N+:8]([O-:10])=[O:9])=[CH:6][CH:5]=[CH:4][C:3]=1[N:11]1[C:15](=[O:16])[NH:14][N:13]=[N:12]1.[C:17](=O)([O-])[O-].[K+].[K+].COS(=O)(=O)OC.O.C(=O)(O)[O-].[Na+]. Product: [CH3:1][C:2]1[C:7]([N+:8]([O-:10])=[O:9])=[CH:6][CH:5]=[CH:4][C:3]=1[N:11]1[C:15](=[O:16])[N:14]([CH3:17])[N:13]=[N:12]1. The catalyst class is: 9.